This data is from Reaction yield outcomes from USPTO patents with 853,638 reactions. The task is: Predict the reaction yield, written as a fraction of the theoretical maximum amount of product (1.0 means a 100% yield; for example, 0.34 means a 34% yield). (1) The reactants are [NH2:1][C:2]1[S:3][C:4]2[CH2:10][C@@H:9]([NH2:11])[CH2:8][CH2:7][C:5]=2[N:6]=1.[S:12]([C:19]1[CH:25]=[CH:24][C:22]([CH3:23])=[CH:21][CH:20]=1)([O:15][CH2:16][CH2:17][CH3:18])(=[O:14])=[O:13]. The catalyst is CN(C)C=O.CC(OC)(C)C. The product is [CH2:16]([NH:11][C@@H:9]1[CH2:8][CH2:7][C:5]2[N:6]=[C:2]([NH2:1])[S:3][C:4]=2[CH2:10]1)[CH2:17][CH3:18].[CH3:23][C:22]1[CH:24]=[CH:25][C:19]([S:12]([OH:15])(=[O:14])=[O:13])=[CH:20][CH:21]=1. The yield is 0.500. (2) The reactants are [F:1][C:2]([F:13])([F:12])[O:3][C:4]1[CH:11]=[CH:10][C:7]([CH:8]=O)=[CH:6][CH:5]=1.[NH2:14][C:15]1[N:16]=[N:17][C:18]([O:21][CH3:22])=[CH:19][CH:20]=1.C([O:25][C:26](=O)[C:27]([OH:40])=[CH:28][C:29]([C:31]1[CH:36]=[CH:35][C:34]([CH:37]([CH3:39])[CH3:38])=[CH:33][CH:32]=1)=[O:30])C. No catalyst specified. The product is [OH:40][C:27]1[C:26](=[O:25])[N:14]([C:15]2[N:16]=[N:17][C:18]([O:21][CH3:22])=[CH:19][CH:20]=2)[CH:8]([C:7]2[CH:10]=[CH:11][C:4]([O:3][C:2]([F:13])([F:12])[F:1])=[CH:5][CH:6]=2)[C:28]=1[C:29](=[O:30])[C:31]1[CH:36]=[CH:35][C:34]([CH:37]([CH3:39])[CH3:38])=[CH:33][CH:32]=1. The yield is 0.210. (3) The product is [CH3:34][C@@H:33]1[N:29]([C:27]([O:26][C:22]([CH3:23])([CH3:25])[CH3:24])=[O:28])[C@H:30]([C:35]([O:37][CH:2]2[CH2:20][CH2:19][C:5]3=[CH:6][C:7]4[C:8]5[CH:17]=[CH:16][C:15]([Cl:18])=[CH:14][C:9]=5[CH2:10][O:11][C:12]=4[CH:13]=[C:4]3[C:3]2=[O:21])=[O:36])[CH2:31][CH2:32]1. The yield is 0.810. The catalyst is CC#N.CCOC(C)=O. The reactants are Br[CH:2]1[CH2:20][CH2:19][C:5]2=[CH:6][C:7]3[C:8]4[CH:17]=[CH:16][C:15]([Cl:18])=[CH:14][C:9]=4[CH2:10][O:11][C:12]=3[CH:13]=[C:4]2[C:3]1=[O:21].[C:22]([O:26][C:27]([N:29]1[C@@H:33]([CH3:34])[CH2:32][CH2:31][C@H:30]1[C:35]([OH:37])=[O:36])=[O:28])([CH3:25])([CH3:24])[CH3:23].CCN(C(C)C)C(C)C. (4) The reactants are [Br:1][C:2]1[C:10]2[S:9][C:8](Cl)=[N:7][C:6]=2[CH:5]=[CH:4][CH:3]=1.[CH2:12]([NH2:14])[CH3:13]. No catalyst specified. The product is [Br:1][C:2]1[C:10]2[S:9][C:8]([NH:14][CH2:12][CH3:13])=[N:7][C:6]=2[CH:5]=[CH:4][CH:3]=1. The yield is 0.920.